Predict the reactants needed to synthesize the given product. From a dataset of Full USPTO retrosynthesis dataset with 1.9M reactions from patents (1976-2016). (1) Given the product [CH3:1][N:2]([C:9]([CH:11]=[CH2:12])=[O:10])[C:3]1[CH:8]=[CH:7][CH:6]=[CH:5][CH:4]=1, predict the reactants needed to synthesize it. The reactants are: [CH3:1][N:2]([CH:9]=[O:10])[C:3]1[CH:8]=[CH:7][CH:6]=[CH:5][CH:4]=1.[CH:11](OCCCC)=[CH2:12].ClC(OC(=O)OC(Cl)(Cl)Cl)(Cl)Cl. (2) Given the product [C:31]([O:35][C:36]([N:38]1[CH2:50][C@@H:49]([CH3:51])[N:48]2[C@H:40]([CH2:41][C:42]3[C:47]2=[N:46][C:45]([C@@H:52]([O:54][CH3:55])[CH3:53])=[C:44]([CH:2]=[O:3])[CH:43]=3)[CH2:39]1)=[O:37])([CH3:34])([CH3:33])[CH3:32], predict the reactants needed to synthesize it. The reactants are: C[CH2:2][O:3]C(C1N(C(OC(C)(C)C)=O)C2=NC=C(OC(=O)C3C=CC=CC=3)C=C2C=1)=O.[C:31]([O:35][C:36]([N:38]1[CH2:50][C@@H:49]([CH3:51])[N:48]2[C@H:40]([CH2:41][C:42]3[C:47]2=[N:46][C:45]([C@@H:52]([O:54][CH3:55])[CH3:53])=[C:44](Br)[CH:43]=3)[CH2:39]1)=[O:37])([CH3:34])([CH3:33])[CH3:32]. (3) Given the product [Cl:1][C:2]1[CH:3]=[C:4]([CH:19]=[C:20]([Cl:22])[CH:21]=1)[O:5][CH2:6][CH2:7][NH2:8], predict the reactants needed to synthesize it. The reactants are: [Cl:1][C:2]1[CH:3]=[C:4]([CH:19]=[C:20]([Cl:22])[CH:21]=1)[O:5][CH2:6][CH2:7][N:8]1C(=O)C2C(=CC=CC=2)C1=O.O.NN.CCOCC.[OH-].[K+]. (4) Given the product [NH2:1][C:2]1[C:7]([C:8]#[N:9])=[C:6]([CH2:10][CH2:11][CH3:12])[N:5]=[C:4]([NH:13][C:31](=[O:32])[CH2:30][C:23]2[CH:24]=[C:25]([O:28][CH3:29])[CH:26]=[CH:27][C:22]=2[O:20][CH3:21])[CH:3]=1, predict the reactants needed to synthesize it. The reactants are: [NH2:1][C:2]1[C:7]([C:8]#[N:9])=[C:6]([CH2:10][CH2:11][CH3:12])[N:5]=[C:4]([NH2:13])[CH:3]=1.N1C=CC=CC=1.[O:20]([C:22]1[CH:27]=[CH:26][C:25]([O:28][CH3:29])=[CH:24][C:23]=1[CH2:30][C:31](Cl)=[O:32])[CH3:21]. (5) Given the product [O:1]1[CH2:6][CH2:5][CH2:4][O:3][CH:2]1[C:7]1[CH:12]=[CH:11][C:10]([CH2:13][CH2:14][O:15][S:24]([CH3:23])(=[O:26])=[O:25])=[CH:9][CH:8]=1, predict the reactants needed to synthesize it. The reactants are: [O:1]1[CH2:6][CH2:5][CH2:4][O:3][CH:2]1[C:7]1[CH:12]=[CH:11][C:10]([CH2:13][CH2:14][OH:15])=[CH:9][CH:8]=1.C(N(CC)CC)C.[CH3:23][S:24](Cl)(=[O:26])=[O:25]. (6) Given the product [CH3:1][C:2]([CH3:43])([CH3:42])[CH2:3][CH2:4][CH2:5][N:6]1[CH:11]([C:12]2[CH:13]=[CH:14][C:15]([C:18]([F:20])([F:21])[F:19])=[CH:16][CH:17]=2)[CH2:10][C:9]([F:23])([F:22])[CH:8]([CH2:24][C:25]([O:27][C:28]([CH3:29])([CH3:30])[CH3:31])=[O:26])[CH:7]1[C:32]1[CH:37]=[CH:36][C:35]([C:38]([F:41])([F:40])[F:39])=[CH:34][CH:33]=1, predict the reactants needed to synthesize it. The reactants are: [CH3:1][C:2]([CH3:43])([CH3:42])[C:3]#[C:4][CH2:5][N:6]1[CH:11]([C:12]2[CH:17]=[CH:16][C:15]([C:18]([F:21])([F:20])[F:19])=[CH:14][CH:13]=2)[CH2:10][C:9]([F:23])([F:22])[CH:8]([CH2:24][C:25]([O:27][C:28]([CH3:31])([CH3:30])[CH3:29])=[O:26])[CH:7]1[C:32]1[CH:37]=[CH:36][C:35]([C:38]([F:41])([F:40])[F:39])=[CH:34][CH:33]=1.[H][H]. (7) Given the product [C:1]([O:5][C:6]([N:8]1[CH2:9][CH2:10][C:11]2([C:15](=[O:16])[N:14]([C:17]3[CH:22]=[CH:21][C:20]([CH:23]4[CH2:28][CH2:27][CH:26]([N:37]5[CH2:41][CH2:40][CH2:39][CH2:38]5)[CH2:25][CH2:24]4)=[CH:19][C:18]=3[F:34])[CH2:13][CH2:12]2)[CH2:35][CH2:36]1)=[O:7])([CH3:4])([CH3:2])[CH3:3], predict the reactants needed to synthesize it. The reactants are: [C:1]([O:5][C:6]([N:8]1[CH2:36][CH2:35][C:11]2([C:15](=[O:16])[N:14]([C:17]3[CH:22]=[CH:21][C:20]([CH:23]4[CH2:28][CH2:27][CH:26](OS(C)(=O)=O)[CH2:25][CH2:24]4)=[CH:19][C:18]=3[F:34])[CH2:13][CH2:12]2)[CH2:10][CH2:9]1)=[O:7])([CH3:4])([CH3:3])[CH3:2].[NH:37]1[CH2:41][CH2:40][CH2:39][CH2:38]1.C([O-])([O-])=O.[K+].[K+].